Dataset: Peptide-MHC class II binding affinity with 134,281 pairs from IEDB. Task: Regression. Given a peptide amino acid sequence and an MHC pseudo amino acid sequence, predict their binding affinity value. This is MHC class II binding data. (1) The peptide sequence is WEQIFSTWLLKPGAG. The MHC is DRB1_0901 with pseudo-sequence DRB1_0901. The binding affinity (normalized) is 0.480. (2) The MHC is DRB3_0202 with pseudo-sequence DRB3_0202. The peptide sequence is PVSPGEMRLRDDQRK. The binding affinity (normalized) is 0. (3) The MHC is HLA-DQA10104-DQB10503 with pseudo-sequence HLA-DQA10104-DQB10503. The peptide sequence is SVGSLGRYKDEKDVT. The binding affinity (normalized) is 0.243. (4) The peptide sequence is GCQTYKWETFLTSEL. The MHC is DRB1_0301 with pseudo-sequence DRB1_0301. The binding affinity (normalized) is 0.